Dataset: Catalyst prediction with 721,799 reactions and 888 catalyst types from USPTO. Task: Predict which catalyst facilitates the given reaction. (1) Reactant: [H-].[Na+].[C:3]([O:7][C:8]([N:10]1[CH2:14][CH2:13][C:12]([CH2:26][C:27]2[CH:32]=[CH:31][CH:30]=[CH:29][CH:28]=2)([C:15]([C:17]2[CH:18]=[C:19]3[C:23](=[CH:24][CH:25]=2)[NH:22][CH:21]=[CH:20]3)=[O:16])[CH2:11]1)=[O:9])([CH3:6])([CH3:5])[CH3:4].[CH3:33]I. Product: [C:3]([O:7][C:8]([N:10]1[CH2:14][CH2:13][C:12]([CH2:26][C:27]2[CH:28]=[CH:29][CH:30]=[CH:31][CH:32]=2)([C:15]([C:17]2[CH:18]=[C:19]3[C:23](=[CH:24][CH:25]=2)[N:22]([CH3:33])[CH:21]=[CH:20]3)=[O:16])[CH2:11]1)=[O:9])([CH3:6])([CH3:4])[CH3:5]. The catalyst class is: 3. (2) Reactant: [C:1]([O:5][C:6](=[O:22])[NH:7][C@@H:8]([C:12](=[NH:21])[NH:13][CH2:14][C:15]1[CH:20]=[CH:19][CH:18]=[CH:17][CH:16]=1)[CH:9]([CH3:11])[CH3:10])([CH3:4])([CH3:3])[CH3:2].C(O[CH2:26][CH:27]=[C:28]([C:34]#[N:35])[C:29](OCC)=[O:30])C. Product: [C:1]([O:5][C:6](=[O:22])[NH:7][CH:8]([C:12]1[N:13]([CH2:14][C:15]2[CH:16]=[CH:17][CH:18]=[CH:19][CH:20]=2)[C:29](=[O:30])[C:28]([C:34]#[N:35])=[C:27]([CH3:26])[N:21]=1)[CH:9]([CH3:11])[CH3:10])([CH3:3])([CH3:4])[CH3:2]. The catalyst class is: 14. (3) The catalyst class is: 13. Product: [N:25]([CH2:19][C@@H:4]1[O:3][C:2](=[O:1])[N:6]([C:7]2[CH:8]=[CH:9][C:10]3[CH2:16][CH2:15][CH2:14][C:13](=[O:17])[CH2:12][C:11]=3[CH:18]=2)[CH2:5]1)=[N+:26]=[N-:27]. Reactant: [O:1]=[C:2]1[N:6]([C:7]2[CH:8]=[CH:9][C:10]3[CH2:16][CH2:15][CH2:14][C:13](=[O:17])[CH2:12][C:11]=3[CH:18]=2)[CH2:5][C@H:4]([CH2:19]OS(C)(=O)=O)[O:3]1.[N-:25]=[N+:26]=[N-:27].[Na+].CN(C)C=O. (4) Reactant: [N+:1]([C:4]1[CH:22]=[CH:21][CH:20]=[CH:19][C:5]=1[NH:6][C:7]1[CH:12]=[CH:11][C:10]([NH:13][C:14]2[S:15][CH:16]=[CH:17][N:18]=2)=[CH:9][CH:8]=1)([O-])=O.O.O.O.O.O.O.O.O.O.[S-2].[Na+].[Na+].[Cl-].[NH4+].C(O)C. Product: [NH2:1][C:4]1[CH:22]=[CH:21][CH:20]=[CH:19][C:5]=1[NH:6][C:7]1[CH:12]=[CH:11][C:10]([NH:13][C:14]2[S:15][CH:16]=[CH:17][N:18]=2)=[CH:9][CH:8]=1. The catalyst class is: 6. (5) Reactant: Cl[CH2:2][C:3]([NH:5][C:6]1[CH:11]=[C:10]([C:12]2[NH:20][C:19]3[C:14](=[N:15][CH:16]=[C:17]([Cl:21])[CH:18]=3)[C:13]=2[C:22]2[CH:27]=[CH:26][C:25]([F:28])=[CH:24][N:23]=2)[CH:9]=[CH:8][N:7]=1)=[O:4].[CH3:29][N:30]1[CH2:35][CH2:34][NH:33][CH2:32][CH2:31]1.C(O)(C(F)(F)F)=O. Product: [Cl:21][C:17]1[CH:18]=[C:19]2[NH:20][C:12]([C:10]3[CH:9]=[CH:8][N:7]=[C:6]([NH:5][C:3](=[O:4])[CH2:2][N:33]4[CH2:34][CH2:35][N:30]([CH3:29])[CH2:31][CH2:32]4)[CH:11]=3)=[C:13]([C:22]3[CH:27]=[CH:26][C:25]([F:28])=[CH:24][N:23]=3)[C:14]2=[N:15][CH:16]=1. The catalyst class is: 192. (6) Reactant: [F:1][C:2]([F:14])([F:13])[C:3]1[CH:4]=[C:5]([NH:9][C:10]([NH2:12])=[O:11])[CH:6]=[CH:7][CH:8]=1.[C:15]([C:17]1[CH:24]=[CH:23][C:20]([CH:21]=O)=[CH:19][CH:18]=1)#[N:16].O=[C:26]([CH3:37])[CH2:27][C:28]([O:30][C@@H:31]([CH3:36])[C:32]([O:34][CH3:35])=[O:33])=[O:29]. Product: [C:15]([C:17]1[CH:24]=[CH:23][C:20]([CH:21]2[C:27]([C:28]([O:30][C@@H:31]([CH3:36])[C:32]([O:34][CH3:35])=[O:33])=[O:29])=[C:26]([CH3:37])[N:9]([C:5]3[CH:6]=[CH:7][CH:8]=[C:3]([C:2]([F:13])([F:14])[F:1])[CH:4]=3)[C:10](=[O:11])[NH:12]2)=[CH:19][CH:18]=1)#[N:16]. The catalyst class is: 1. (7) Reactant: [N:1]1([C:7]2[CH:15]=[CH:14][C:10]([C:11]([OH:13])=[O:12])=[CH:9][CH:8]=2)[CH2:6][CH2:5][O:4][CH2:3][CH2:2]1.C(=O)([O-])[O-].[Pb+2].[I-].[C:22]1([S+:28]([C:35]2[CH:40]=[CH:39][CH:38]=[CH:37][CH:36]=2)[C:29]2[CH:34]=[CH:33][CH:32]=[CH:31][CH:30]=2)[CH:27]=[CH:26][CH:25]=[CH:24][CH:23]=1. Product: [N:1]1([C:7]2[CH:8]=[CH:9][C:10]([C:11]([O-:13])=[O:12])=[CH:14][CH:15]=2)[CH2:2][CH2:3][O:4][CH2:5][CH2:6]1.[C:35]1([S+:28]([C:22]2[CH:23]=[CH:24][CH:25]=[CH:26][CH:27]=2)[C:29]2[CH:34]=[CH:33][CH:32]=[CH:31][CH:30]=2)[CH:36]=[CH:37][CH:38]=[CH:39][CH:40]=1. The catalyst class is: 5.